Dataset: Peptide-MHC class II binding affinity with 134,281 pairs from IEDB. Task: Regression. Given a peptide amino acid sequence and an MHC pseudo amino acid sequence, predict their binding affinity value. This is MHC class II binding data. (1) The peptide sequence is GSRAIWYMWLGARYLHHHHHH. The MHC is DRB1_1101 with pseudo-sequence DRB1_1101. The binding affinity (normalized) is 0. (2) The peptide sequence is IQDLELSWNLNGLQAY. The MHC is HLA-DQA10301-DQB10302 with pseudo-sequence HLA-DQA10301-DQB10302. The binding affinity (normalized) is 0.291. (3) The peptide sequence is SQDLELSWNLNGLQAA. The MHC is DRB1_0802 with pseudo-sequence DRB1_0802. The binding affinity (normalized) is 0.381. (4) The peptide sequence is EKKYFAATQFEPLAI. The MHC is HLA-DQA10501-DQB10301 with pseudo-sequence HLA-DQA10501-DQB10301. The binding affinity (normalized) is 0.396. (5) The peptide sequence is SWIQSIPFVHLGHRD. The MHC is DRB5_0101 with pseudo-sequence DRB5_0101. The binding affinity (normalized) is 0.577. (6) The peptide sequence is FEAAFNDAIKASTGG. The MHC is DRB1_1201 with pseudo-sequence DRB1_1201. The binding affinity (normalized) is 0.123. (7) The peptide sequence is AFILDTDNLFPKV. The MHC is DRB1_0401 with pseudo-sequence DRB1_0401. The binding affinity (normalized) is 0.584. (8) The peptide sequence is EYAATHNPWASQLG. The MHC is DRB1_1201 with pseudo-sequence DRB1_1201. The binding affinity (normalized) is 0.